Dataset: Forward reaction prediction with 1.9M reactions from USPTO patents (1976-2016). Task: Predict the product of the given reaction. (1) Given the reactants OC1C(=O)N=C(CC2(C3C4C(=CC=CC=4)C=CC=3)CCCC2)N2CCNC(=O)C=12.[CH2:30]([N:37]1[CH2:71][CH2:70][N:40]2[C:41]([CH2:54][C:55]3([C:60]4[C:69]5[C:64](=[CH:65][CH:66]=[CH:67][CH:68]=5)[CH:63]=[CH:62][CH:61]=4)[CH2:59][CH2:58][CH2:57][CH2:56]3)=[N:42][C:43](=[O:53])[C:44]([O:45]CC3C=CC=CC=3)=[C:39]2[C:38]1=[O:72])[C:31]1[CH:36]=[CH:35][CH:34]=[CH:33][CH:32]=1, predict the reaction product. The product is: [CH2:30]([N:37]1[CH2:71][CH2:70][N:40]2[C:41]([CH2:54][C:55]3([C:60]4[C:69]5[C:64](=[CH:65][CH:66]=[CH:67][CH:68]=5)[CH:63]=[CH:62][CH:61]=4)[CH2:59][CH2:58][CH2:57][CH2:56]3)=[N:42][C:43](=[O:53])[C:44]([OH:45])=[C:39]2[C:38]1=[O:72])[C:31]1[CH:36]=[CH:35][CH:34]=[CH:33][CH:32]=1. (2) The product is: [CH2:8]([NH:15][C:16]([C:18]1[S:22][C:21]([N:1]2[CH:6]=[CH:5][CH:4]=[CH:3][C:2]2=[O:7])=[N:20][C:19]=1[CH3:24])=[O:17])[C:9]1[CH:10]=[CH:11][CH:12]=[CH:13][CH:14]=1. Given the reactants [NH:1]1[CH:6]=[CH:5][CH:4]=[CH:3][C:2]1=[O:7].[CH2:8]([NH:15][C:16]([C:18]1[S:22][C:21](Br)=[N:20][C:19]=1[CH3:24])=[O:17])[C:9]1[CH:14]=[CH:13][CH:12]=[CH:11][CH:10]=1, predict the reaction product. (3) Given the reactants C[O:2][C:3]([C:5]1([C:8]2[CH:13]=[CH:12][C:11]([C:14]3[CH:19]=[CH:18][C:17]([N:20]4[C:24]([CH3:25])=[C:23]([NH:26][C:27]([O:29][C@@H:30]([C:32]5[CH:37]=[CH:36][CH:35]=[CH:34][CH:33]=5)[CH3:31])=[O:28])[N:22]=[N:21]4)=[CH:16][CH:15]=3)=[CH:10][CH:9]=2)[CH2:7][CH2:6]1)=[O:4].C1COCC1.[Li+].[OH-].Cl, predict the reaction product. The product is: [CH3:25][C:24]1[N:20]([C:17]2[CH:18]=[CH:19][C:14]([C:11]3[CH:10]=[CH:9][C:8]([C:5]4([C:3]([OH:4])=[O:2])[CH2:7][CH2:6]4)=[CH:13][CH:12]=3)=[CH:15][CH:16]=2)[N:21]=[N:22][C:23]=1[NH:26][C:27]([O:29][C@@H:30]([C:32]1[CH:37]=[CH:36][CH:35]=[CH:34][CH:33]=1)[CH3:31])=[O:28]. (4) Given the reactants [CH3:1][O:2][C:3](=[O:17])[CH:4]([O:8][C:9]1[CH:14]=[CH:13][C:12]([F:15])=[CH:11][C:10]=1[F:16])[CH2:5][CH2:6]Br.CC(C)([O-])C.[K+], predict the reaction product. The product is: [CH3:1][O:2][C:3]([C:4]1([O:8][C:9]2[CH:14]=[CH:13][C:12]([F:15])=[CH:11][C:10]=2[F:16])[CH2:6][CH2:5]1)=[O:17]. (5) Given the reactants [OH:1][CH2:2][CH2:3][NH:4][CH2:5][C@H:6]([OH:8])[CH3:7].CCN([CH2:14][CH3:15])CC.[S:16](Cl)([C:19]1[CH:25]=[CH:24][C:22]([CH3:23])=[CH:21][CH:20]=1)(=[O:18])=[O:17], predict the reaction product. The product is: [OH:8][C@H:6]([CH3:7])[CH2:5][N:4]([S:16]([C:19]1[CH:25]=[CH:24][C:14]([CH3:15])=[CH:21][CH:20]=1)(=[O:18])=[O:17])[CH2:3][CH2:2][O:1][S:16]([C:19]1[CH:25]=[CH:24][C:22]([CH3:23])=[CH:21][CH:20]=1)(=[O:18])=[O:17]. (6) Given the reactants [CH3:1][C:2]1[N:6]([CH2:7][CH2:8][CH2:9][C:10]2[CH:15]=[CH:14][C:13]([CH2:16][CH2:17][CH2:18][CH2:19][CH2:20][CH2:21][CH3:22])=[CH:12][CH:11]=2)[C:5]([C:23]2[CH:40]=[CH:39][C:26]([O:27][C@H:28]([CH2:32][C:33]3[CH:38]=[CH:37][CH:36]=[CH:35][CH:34]=3)[C:29]([OH:31])=[O:30])=[CH:25][CH:24]=2)=[CH:4][CH:3]=1.[OH-].[Na+:42].C(O)C, predict the reaction product. The product is: [CH3:1][C:2]1[N:6]([CH2:7][CH2:8][CH2:9][C:10]2[CH:15]=[CH:14][C:13]([CH2:16][CH2:17][CH2:18][CH2:19][CH2:20][CH2:21][CH3:22])=[CH:12][CH:11]=2)[C:5]([C:23]2[CH:40]=[CH:39][C:26]([O:27][C@H:28]([CH2:32][C:33]3[CH:34]=[CH:35][CH:36]=[CH:37][CH:38]=3)[C:29]([O-:31])=[O:30])=[CH:25][CH:24]=2)=[CH:4][CH:3]=1.[Na+:42]. (7) Given the reactants [F:1][C:2]([F:13])([F:12])[C:3]1[CH:11]=[C:10]2[C:6]([CH:7]=[CH:8][NH:9]2)=[CH:5][CH:4]=1.[Cl-].[CH3:15][CH:16]=[N+:17]=CC.[OH-:20].[Na+], predict the reaction product. The product is: [F:13][C:2]([F:1])([F:12])[C:3]1[CH:11]=[C:10]2[C:6]([C:7]([CH2:15][C:16]([NH2:17])=[O:20])=[CH:8][NH:9]2)=[CH:5][CH:4]=1.